Dataset: Catalyst prediction with 721,799 reactions and 888 catalyst types from USPTO. Task: Predict which catalyst facilitates the given reaction. Product: [Br:7][C:8]1[CH:17]=[CH:16][C:11]([CH2:12][OH:13])=[CH:10][C:9]=1[O:18][CH:19]1[CH2:24][CH2:23][CH2:22][CH2:21][O:20]1. Reactant: [H-].[H-].[H-].[H-].[Li+].[Al+3].[Br:7][C:8]1[CH:17]=[CH:16][C:11]([C:12](OC)=[O:13])=[CH:10][C:9]=1[O:18][CH:19]1[CH2:24][CH2:23][CH2:22][CH2:21][O:20]1. The catalyst class is: 28.